Dataset: Forward reaction prediction with 1.9M reactions from USPTO patents (1976-2016). Task: Predict the product of the given reaction. (1) Given the reactants Br[C:2]1[N:3]([CH2:24][C:25]#[C:26][CH3:27])[C:4]2[C:9](=[O:10])[N:8]([CH2:11][C:12]3[N:21]=[C:20]([CH3:22])[C:19]4[C:14](=[CH:15][CH:16]=[CH:17][CH:18]=4)[N:13]=3)[N:7]=[CH:6][C:5]=2[N:23]=1.[NH:28]1[CH2:33][CH2:32][CH2:31][C@@H:30]([NH:34][C:35](=[O:41])[O:36][C:37]([CH3:40])([CH3:39])[CH3:38])[CH2:29]1.C(=O)([O-])[O-].[Na+].[Na+].N1CCCC(NC(=O)OC(C)(C)C)C1, predict the reaction product. The product is: [CH2:24]([N:3]1[C:4]2[C:9](=[O:10])[N:8]([CH2:11][C:12]3[N:21]=[C:20]([CH3:22])[C:19]4[C:14](=[CH:15][CH:16]=[CH:17][CH:18]=4)[N:13]=3)[N:7]=[CH:6][C:5]=2[N:23]=[C:2]1[N:28]1[CH2:33][CH2:32][CH2:31][C@@H:30]([NH:34][C:35](=[O:41])[O:36][C:37]([CH3:39])([CH3:38])[CH3:40])[CH2:29]1)[C:25]#[C:26][CH3:27]. (2) Given the reactants [I:1][C:2]1[CH:3]=[CH:4][C:5]([N+:9]([O-:11])=[O:10])=[C:6]([OH:8])[CH:7]=1.[CH2:12](Br)[C:13]1[CH:18]=[CH:17][CH:16]=[CH:15][CH:14]=1.C([O-])([O-])=O.[K+].[K+].O, predict the reaction product. The product is: [CH2:12]([O:8][C:6]1[CH:7]=[C:2]([I:1])[CH:3]=[CH:4][C:5]=1[N+:9]([O-:11])=[O:10])[C:13]1[CH:18]=[CH:17][CH:16]=[CH:15][CH:14]=1. (3) Given the reactants [H-].[H-].[H-].[H-].[Li+].[Al+3].C(O[C:15]([N:17]1[CH2:22][CH2:21][CH2:20][C:19]([N:29]=[N+]=[N-])([C:23]2[CH:28]=[CH:27][CH:26]=[CH:25][CH:24]=2)[CH2:18]1)=O)C1C=CC=CC=1, predict the reaction product. The product is: [CH3:15][N:17]1[CH2:22][CH2:21][CH2:20][C:19]([NH2:29])([C:23]2[CH:28]=[CH:27][CH:26]=[CH:25][CH:24]=2)[CH2:18]1. (4) Given the reactants [OH:1][C:2]1[CH:3]=[C:4]([C:8]2[C:17]3[C:12](=[C:13]([C:18]([F:21])([F:20])[F:19])[CH:14]=[CH:15][CH:16]=3)[N:11]=[CH:10][C:9]=2[C:22]([C:24]2[CH:29]=[CH:28][CH:27]=[CH:26][CH:25]=2)=[O:23])[CH:5]=[CH:6][CH:7]=1.Br[CH2:31][C:32]1[CH:37]=[CH:36][CH:35]=[C:34]([C:38]([F:41])([F:40])[F:39])[CH:33]=1, predict the reaction product. The product is: [C:24]1([C:22]([C:9]2[CH:10]=[N:11][C:12]3[C:17]([C:8]=2[C:4]2[CH:5]=[CH:6][CH:7]=[C:2]([O:1][CH2:31][C:32]4[CH:37]=[CH:36][CH:35]=[C:34]([C:38]([F:39])([F:40])[F:41])[CH:33]=4)[CH:3]=2)=[CH:16][CH:15]=[CH:14][C:13]=3[C:18]([F:21])([F:19])[F:20])=[O:23])[CH:25]=[CH:26][CH:27]=[CH:28][CH:29]=1. (5) Given the reactants [NH2:1][C:2]1[CH:7]=[CH:6][C:5]([C:8]2([C:11]#[N:12])[CH2:10][CH2:9]2)=[CH:4][C:3]=1Br.[CH3:14][C:15]1([CH3:24])[CH2:20][CH2:19][C:18](B(O)O)=[CH:17][CH2:16]1, predict the reaction product. The product is: [NH2:1][C:2]1[CH:7]=[CH:6][C:5]([C:8]2([C:11]#[N:12])[CH2:10][CH2:9]2)=[CH:4][C:3]=1[C:18]1[CH2:19][CH2:20][C:15]([CH3:24])([CH3:14])[CH2:16][CH:17]=1. (6) Given the reactants [C:1]1([C:7]2[O:11][N:10]=[C:9]([C:12]3[O:16][N:15]=[C:14]4[C:17]5[CH:18]=[CH:19][C:20]([CH:25]=C)=[CH:21][C:22]=5[O:23][CH2:24][C:13]=34)[C:8]=2[C:27]([F:30])([F:29])[F:28])[CH:6]=[CH:5][CH:4]=[CH:3][CH:2]=1.C[N+]1([O-])CC[O:35]CC1.I([O-])(=O)(=O)=O.[Na+].O, predict the reaction product. The product is: [C:1]1([C:7]2[O:11][N:10]=[C:9]([C:12]3[O:16][N:15]=[C:14]4[C:17]5[CH:18]=[CH:19][C:20]([CH:25]=[O:35])=[CH:21][C:22]=5[O:23][CH2:24][C:13]=34)[C:8]=2[C:27]([F:28])([F:30])[F:29])[CH:6]=[CH:5][CH:4]=[CH:3][CH:2]=1. (7) Given the reactants [CH3:1][N:2]1[CH2:7][CH2:6][CH:5]([C:8]([OH:10])=O)[CH2:4][CH2:3]1.CCN=C=NCCCN(C)C.C(N(CC)CC)C.[NH2:29][CH2:30][CH2:31][C:32]1[CH:37]=[CH:36][C:35]([O:38][C:39](=[O:48])[N:40]([CH3:47])[C:41]2[CH:46]=[CH:45][CH:44]=[CH:43][CH:42]=2)=[CH:34][CH:33]=1.C(O)(C(F)(F)F)=O, predict the reaction product. The product is: [CH3:1][N:2]1[CH2:3][CH2:4][CH:5]([C:8]([NH:29][CH2:30][CH2:31][C:32]2[CH:33]=[CH:34][C:35]([O:38][C:39](=[O:48])[N:40]([CH3:47])[C:41]3[CH:42]=[CH:43][CH:44]=[CH:45][CH:46]=3)=[CH:36][CH:37]=2)=[O:10])[CH2:6][CH2:7]1. (8) Given the reactants [NH2:1][C:2]1[N:10]=[C:9](Cl)[N:8]=[C:7]2[C:3]=1[N:4]=[CH:5][N:6]2[C@H:12]1[C@@H:16]2[O:17][C:18]([CH3:21])([CH3:20])[O:19][C@@H:15]2[C@@H:14]([CH2:22][S:23][CH2:24][CH2:25][C@H:26]([NH:31]C(OC(C)(C)C)=O)[C:27]([O:29]C)=[O:28])[O:13]1.[NH2:39][CH2:40][CH2:41][CH2:42][NH2:43], predict the reaction product. The product is: [NH2:31][C@@H:26]([CH2:25][CH2:24][S:23][CH2:22][C@@H:14]1[C@@H:15]2[C@@H:16]([O:17][C:18]([CH3:21])([CH3:20])[O:19]2)[C@H:12]([N:6]2[CH:5]=[N:4][C:3]3[C:7]2=[N:8][C:9]([NH:39][CH2:40][CH2:41][CH2:42][NH2:43])=[N:10][C:2]=3[NH2:1])[O:13]1)[C:27]([OH:29])=[O:28]. (9) The product is: [CH3:9][O:8][C:5]1[CH:6]=[CH:7][C:2]([C:34]2[CH:35]=[CH:36][C:31]([O:30][CH:25]3[CH2:26][CH2:27][CH2:28][CH2:29][O:24]3)=[CH:32][CH:33]=2)=[C:3]([CH2:10][CH2:11][CH3:12])[CH:4]=1. Given the reactants Br[C:2]1[CH:7]=[CH:6][C:5]([O:8][CH3:9])=[CH:4][C:3]=1[CH2:10][CH2:11][CH3:12].C(C1C=C(OC)C=CC=1)C=C.[O:24]1[CH2:29][CH2:28][CH2:27][CH2:26][CH:25]1[O:30][C:31]1[CH:36]=[CH:35][C:34](B2OC(C)(C)C(C)(C)O2)=[CH:33][CH:32]=1, predict the reaction product. (10) Given the reactants Br[C:2]1[S:3][C:4]([N+:7]([O-:9])=[O:8])=[CH:5][N:6]=1.[CH3:10][N:11]1[C:15](B(O)O)=[CH:14][C:13]([C:19]([F:22])([F:21])[F:20])=[N:12]1.C(=O)([O-])[O-].[Na+].[Na+].CC(=O)OCC.[Cl-].[Na+].O, predict the reaction product. The product is: [CH3:10][N:11]1[C:15]([C:2]2[S:3][C:4]([N+:7]([O-:9])=[O:8])=[CH:5][N:6]=2)=[CH:14][C:13]([C:19]([F:22])([F:21])[F:20])=[N:12]1.